This data is from Forward reaction prediction with 1.9M reactions from USPTO patents (1976-2016). The task is: Predict the product of the given reaction. (1) Given the reactants [CH3:1][N:2]([CH2:4][CH:5]([CH2:9][CH:10]([CH3:12])[CH3:11])[C:6](=[O:8])[CH3:7])[CH3:3].[CH3:13][I:14], predict the reaction product. The product is: [I-:14].[C:6]([CH:5]([CH2:9][CH:10]([CH3:12])[CH3:11])[CH2:4][N+:2]([CH3:13])([CH3:3])[CH3:1])(=[O:8])[CH3:7]. (2) Given the reactants [C:1]([O:7][CH2:8][CH3:9])(=[O:6])[CH2:2][C:3]([O-:5])=O.[K+].[Cl-].[Mg+2].[Cl-].C(N(CC)CC)C.[F:21][C:22]1[CH:30]=[C:29]([F:31])[C:28]([F:32])=[CH:27][C:23]=1C(Cl)=O, predict the reaction product. The product is: [CH2:8]([O:7][C:1](=[O:6])[CH2:2][C:3](=[O:5])[C:23]1[CH:27]=[C:28]([F:32])[C:29]([F:31])=[CH:30][C:22]=1[F:21])[CH3:9]. (3) Given the reactants C(OC([N:8]1[C:13]2[CH:14]=[C:15]([Cl:19])[C:16](Br)=[CH:17][C:12]=2[O:11][CH:10]([C:20]([N:22]2[CH2:27][CH2:26][C:25]([C:36]#[N:37])([CH2:28][C:29]3[CH:34]=[CH:33][C:32]([F:35])=[CH:31][CH:30]=3)[CH2:24][CH2:23]2)=[O:21])[CH2:9]1)=O)(C)(C)C.[NH:38]1[CH:42]=[CH:41][N:40]=[CH:39]1.C(=O)([O-])[O-].[Cs+].[Cs+].CN(C)CCN, predict the reaction product. The product is: [Cl:19][C:15]1[C:16]([N:38]2[CH:42]=[CH:41][N:40]=[CH:39]2)=[CH:17][C:12]2[O:11][CH:10]([C:20]([N:22]3[CH2:27][CH2:26][C:25]([CH2:28][C:29]4[CH:30]=[CH:31][C:32]([F:35])=[CH:33][CH:34]=4)([C:36]#[N:37])[CH2:24][CH2:23]3)=[O:21])[CH2:9][NH:8][C:13]=2[CH:14]=1. (4) Given the reactants ClC1C=CC([NH:8][C:9](=[O:13])[O:10][CH2:11]C)=C(/C=C2\CNC(=O)CN(S(C3C=CC(Cl)=CC=3)(=O)=O)C\2=O)C=1.N[C:35]1[CH:60]=[CH:59][C:58]([Cl:61])=[CH:57][C:36]=1/[CH:37]=[C:38]1/[C:39](=[O:56])[N:40]([S:46]([C:49]2[CH:54]=[CH:53][C:52]([Cl:55])=[CH:51][CH:50]=2)(=[O:48])=[O:47])[CH2:41][C:42](=[O:45])[NH:43][CH2:44]/1.[C:62](Cl)(=O)[O:63]CC.C(Cl)(=O)OC, predict the reaction product. The product is: [Cl:55][C:52]1[CH:51]=[CH:50][C:49]([S:46]([N:40]2[C:39](=[O:56])[CH:38]([CH2:37][C:36]3[CH:57]=[C:58]([Cl:61])[CH:59]=[CH:60][C:35]=3[O:63][CH3:62])[CH2:44][NH:43][C:42](=[O:45])[CH2:41]2)(=[O:48])=[O:47])=[CH:54][C:53]=1[NH:8][C:9](=[O:13])[O:10][CH3:11]. (5) Given the reactants I[C:2]1[CH:7]=[C:6]([C:8]([O:10][CH3:11])=[O:9])[CH:5]=[CH:4][C:3]=1[N:12]1[CH2:17][CH2:16][N:15]([C:18]([O:20][C:21]([CH3:24])([CH3:23])[CH3:22])=[O:19])[CH2:14][CH2:13]1.O.[CH:26](/B(O)O)=[CH:27]/[CH3:28].C(=O)([O-])[O-].[Na+].[Na+], predict the reaction product. The product is: [CH3:11][O:10][C:8]([C:6]1[CH:5]=[CH:4][C:3]([N:12]2[CH2:17][CH2:16][N:15]([C:18]([O:20][C:21]([CH3:24])([CH3:23])[CH3:22])=[O:19])[CH2:14][CH2:13]2)=[C:2](/[CH:26]=[CH:27]\[CH3:28])[CH:7]=1)=[O:9].